From a dataset of Forward reaction prediction with 1.9M reactions from USPTO patents (1976-2016). Predict the product of the given reaction. (1) The product is: [C:1]([O:5][C:6]([NH:8][C@H:9]([C:11]([N:22]([O:21][CH3:17])[CH3:23])=[O:13])[CH3:10])=[O:7])([CH3:2])([CH3:3])[CH3:4]. Given the reactants [C:1]([O:5][C:6]([NH:8][C@H:9]([C:11]([OH:13])=O)[CH3:10])=[O:7])([CH3:4])([CH3:3])[CH3:2].CN([C:17]([O:21][N:22]1N=NC2C=CC=N[C:23]1=2)=[N+](C)C)C.F[P-](F)(F)(F)(F)F.Cl.CONC.CCOC(C)=O, predict the reaction product. (2) Given the reactants CCN(C(C)C)C(C)C.[F:10][C:11]([F:22])([F:21])[C:12]1[C:17]([C:18]([OH:20])=O)=[CH:16][N:15]=[CH:14][CH:13]=1.C1C=CC2N(O)N=NC=2C=1.CCN=C=NCCCN(C)C.Cl.[O:45]=[C:46]([N:63]1[CH2:68][CH2:67][NH:66][CH2:65][CH2:64]1)[CH2:47][NH:48][C:49]([C:51]1[CH:56]=[CH:55][C:54]([C:57]2[CH:62]=[CH:61][CH:60]=[CH:59][CH:58]=2)=[CH:53][CH:52]=1)=[O:50], predict the reaction product. The product is: [O:45]=[C:46]([N:63]1[CH2:68][CH2:67][N:66]([C:18]([C:17]2[CH:16]=[N:15][CH:14]=[CH:13][C:12]=2[C:11]([F:10])([F:22])[F:21])=[O:20])[CH2:65][CH2:64]1)[CH2:47][NH:48][C:49]([C:51]1[CH:52]=[CH:53][C:54]([C:57]2[CH:62]=[CH:61][CH:60]=[CH:59][CH:58]=2)=[CH:55][CH:56]=1)=[O:50]. (3) Given the reactants Cl.[CH:2]1([C:5]2[N:9]([CH3:10])[C:8]3[CH:11]=[C:12]([N:15]4[CH:20]=[CH:19][C:18]([O:21][CH2:22][C:23](=[NH:25])[NH2:24])=[CH:17][C:16]4=[O:26])[CH:13]=[CH:14][C:7]=3[N:6]=2)[CH2:4][CH2:3]1.F[P-](F)(F)(F)(F)F.[Cl:34][C:35](=[CH:40]N(C)C)[CH:36]=[N+](C)C.C[O-].[Na+], predict the reaction product. The product is: [Cl:34][C:35]1[CH:36]=[N:25][C:23]([CH2:22][O:21][C:18]2[CH:19]=[CH:20][N:15]([C:12]3[CH:13]=[CH:14][C:7]4[N:6]=[C:5]([CH:2]5[CH2:4][CH2:3]5)[N:9]([CH3:10])[C:8]=4[CH:11]=3)[C:16](=[O:26])[CH:17]=2)=[N:24][CH:40]=1. (4) Given the reactants CNC1C=C(C(N2CCCC(C3C=CC(C(F)(F)F)=CC=3)C2)=O)C=CN=1.Cl.[CH3:28][N:29]([CH3:39])[C:30]1[CH:31]=[C:32]([CH:36]=[CH:37][N:38]=1)[C:33]([OH:35])=O.Cl.[CH3:41][O:42][C:43]1[CH:48]=[CH:47][C:46]([CH:49]2[CH2:54][CH2:53][CH2:52][NH:51][CH2:50]2)=[C:45]([C:55]([F:58])([F:57])[F:56])[CH:44]=1, predict the reaction product. The product is: [CH3:41][O:42][C:43]1[CH:48]=[CH:47][C:46]([CH:49]2[CH2:54][CH2:53][CH2:52][N:51]([C:33]([C:32]3[CH:36]=[CH:37][N:38]=[C:30]([N:29]([CH3:28])[CH3:39])[CH:31]=3)=[O:35])[CH2:50]2)=[C:45]([C:55]([F:58])([F:56])[F:57])[CH:44]=1.